This data is from TCR-epitope binding with 47,182 pairs between 192 epitopes and 23,139 TCRs. The task is: Binary Classification. Given a T-cell receptor sequence (or CDR3 region) and an epitope sequence, predict whether binding occurs between them. (1) The epitope is TPRVTGGGAM. The TCR CDR3 sequence is CASRLGPGQPYEQYF. Result: 1 (the TCR binds to the epitope). (2) The TCR CDR3 sequence is CASSAEDRQYYNEKLFF. The epitope is LLWNGPMAV. Result: 1 (the TCR binds to the epitope). (3) The epitope is HTDFSSEIIGY. The TCR CDR3 sequence is CASSFEGLLSTDTQYF. Result: 0 (the TCR does not bind to the epitope).